From a dataset of Full USPTO retrosynthesis dataset with 1.9M reactions from patents (1976-2016). Predict the reactants needed to synthesize the given product. (1) Given the product [O:8]1[CH2:9][CH2:10][O:7][C:6]1=[C:5]1[C:12]2[C:13](=[CH:14][CH:15]=[CH:16][CH:17]=2)[C:18]([C:19]#[N:20])=[CH:4]1, predict the reactants needed to synthesize it. The reactants are: C(O[CH:4]=[CH:5][C:6]([O:8][CH2:9][CH3:10])=[O:7])C.Br[C:12]1[CH:17]=[CH:16][CH:15]=[CH:14][C:13]=1[CH2:18][C:19]#[N:20].C1(P(C2CCCCC2)C2CCCCC2)CCCCC1.CC(C)([O-])C.[Na+]. (2) Given the product [Cl:1][C:2]1[CH:3]=[C:4]([CH:7]=[C:8]([N+:11]([O-:13])=[O:12])[C:9]=1[OH:10])[CH:5]=[O:6], predict the reactants needed to synthesize it. The reactants are: [Cl:1][C:2]1[CH:3]=[C:4]([CH:7]=[CH:8][C:9]=1[OH:10])[CH:5]=[O:6].[N+:11]([O-])([OH:13])=[O:12].